This data is from Peptide-MHC class I binding affinity with 185,985 pairs from IEDB/IMGT. The task is: Regression. Given a peptide amino acid sequence and an MHC pseudo amino acid sequence, predict their binding affinity value. This is MHC class I binding data. (1) The peptide sequence is ADKNLIKCS. The MHC is HLA-A01:01 with pseudo-sequence HLA-A01:01. The binding affinity (normalized) is 0.123. (2) The peptide sequence is GLFGKGSLV. The MHC is HLA-A02:03 with pseudo-sequence HLA-A02:03. The binding affinity (normalized) is 0.901. (3) The peptide sequence is RPWMLDKYF. The MHC is HLA-B35:01 with pseudo-sequence HLA-B35:01. The binding affinity (normalized) is 0.650. (4) The peptide sequence is VVLQQHSIAY. The MHC is HLA-A30:02 with pseudo-sequence HLA-A30:02. The binding affinity (normalized) is 0.206. (5) The peptide sequence is RQFPTIFEF. The MHC is Mamu-B3901 with pseudo-sequence Mamu-B3901. The binding affinity (normalized) is 0.544. (6) The peptide sequence is DHLKEKSSL. The MHC is HLA-A02:16 with pseudo-sequence HLA-A02:16. The binding affinity (normalized) is 0.0847. (7) The peptide sequence is VVSEIDLQW. The MHC is HLA-A24:03 with pseudo-sequence HLA-A24:03. The binding affinity (normalized) is 0.0847. (8) The peptide sequence is SAICSVVRR. The MHC is HLA-A03:01 with pseudo-sequence HLA-A03:01. The binding affinity (normalized) is 0.151.